From a dataset of Peptide-MHC class II binding affinity with 134,281 pairs from IEDB. Regression. Given a peptide amino acid sequence and an MHC pseudo amino acid sequence, predict their binding affinity value. This is MHC class II binding data. (1) The peptide sequence is TLWQRPLVTIKIGGQLIEAL. The MHC is HLA-DQA10501-DQB10201 with pseudo-sequence HLA-DQA10501-DQB10201. The binding affinity (normalized) is 0.224. (2) The binding affinity (normalized) is 0. The peptide sequence is NAVSLCILTINAVASKK. The MHC is HLA-DQA10303-DQB10402 with pseudo-sequence HLA-DQA10303-DQB10402. (3) The peptide sequence is SVKTCDEECCPVNFKKCCPL. The MHC is DRB1_0401 with pseudo-sequence DRB1_0401. The binding affinity (normalized) is 0. (4) The peptide sequence is AYTSSDDQISLFDQS. The MHC is DRB1_0404 with pseudo-sequence DRB1_0404. The binding affinity (normalized) is 0.509. (5) The peptide sequence is PWRYSVNANVSPELK. The MHC is DRB4_0101 with pseudo-sequence DRB4_0103. The binding affinity (normalized) is 0.594. (6) The peptide sequence is ISSQYYIQQNGNLCY. The MHC is HLA-DQA10102-DQB10602 with pseudo-sequence HLA-DQA10102-DQB10602. The binding affinity (normalized) is 0.376.